Dataset: Catalyst prediction with 721,799 reactions and 888 catalyst types from USPTO. Task: Predict which catalyst facilitates the given reaction. Reactant: [CH2:1]([CH:3]([O:6][CH2:7][C:8]1[C:17]([OH:18])=[CH:16][CH:15]=[C:14]2[C:9]=1[CH2:10][CH2:11][CH2:12][C:13]2=[O:19])[CH2:4][CH3:5])[CH3:2].[N:20]1([CH2:25][C@@H:26]([C:28]2[CH:33]=[CH:32][CH:31]=[CH:30][CH:29]=2)O)[CH:24]=[CH:23][N:22]=[CH:21]1.C1C=CC(P(C2C=CC=CC=2)C2C=CC=CC=2)=CC=1.[N+](C(OCC)=O)(C(OCC)=O)=[N-]. Product: [CH2:1]([CH:3]([O:6][CH2:7][C:8]1[C:17]([O:18][C@@H:26]([C:28]2[CH:33]=[CH:32][CH:31]=[CH:30][CH:29]=2)[CH2:25][N:20]2[CH:24]=[CH:23][N:22]=[CH:21]2)=[CH:16][CH:15]=[C:14]2[C:9]=1[CH2:10][CH2:11][CH2:12][C:13]2=[O:19])[CH2:4][CH3:5])[CH3:2]. The catalyst class is: 7.